Dataset: Reaction yield outcomes from USPTO patents with 853,638 reactions. Task: Predict the reaction yield, written as a fraction of the theoretical maximum amount of product (1.0 means a 100% yield; for example, 0.34 means a 34% yield). (1) The reactants are [CH2:1]([N:3]1[C:7]2[N:8]=[C:9]([C:18]3[CH:23]=[CH:22][C:21]([NH:24][C:25]([NH:27][C:28]4[CH:36]=[CH:35][C:31]([C:32]([OH:34])=O)=[CH:30][CH:29]=4)=[O:26])=[CH:20][CH:19]=3)[N:10]=[C:11]([N:12]3[CH2:17][CH2:16][O:15][CH2:14][CH2:13]3)[C:6]=2[CH:5]=[CH:4]1)[CH3:2].[NH:37]1[CH2:42][CH2:41][O:40][CH2:39][CH2:38]1. No catalyst specified. The product is [CH2:1]([N:3]1[C:7]2[N:8]=[C:9]([C:18]3[CH:19]=[CH:20][C:21]([NH:24][C:25]([NH:27][C:28]4[CH:29]=[CH:30][C:31]([C:32]([N:37]5[CH2:42][CH2:41][O:40][CH2:39][CH2:38]5)=[O:34])=[CH:35][CH:36]=4)=[O:26])=[CH:22][CH:23]=3)[N:10]=[C:11]([N:12]3[CH2:17][CH2:16][O:15][CH2:14][CH2:13]3)[C:6]=2[CH:5]=[CH:4]1)[CH3:2]. The yield is 0.640. (2) The reactants are Br[CH2:2][C:3]1[CH:4]=[C:5]([C:9]2[CH:10]=[C:11]([C:21]([NH:23][CH2:24][C:25]3[C:26](=[O:33])[NH:27][C:28]([CH3:32])=[CH:29][C:30]=3[CH3:31])=[O:22])[C:12]3[CH:17]=[N:16][N:15]([CH:18]([CH3:20])[CH3:19])[C:13]=3[N:14]=2)[CH:6]=[CH:7][CH:8]=1.[CH3:34][N:35](C=O)[CH3:36].CNC.O. The catalyst is CCOC(C)=O. The product is [CH3:31][C:30]1[CH:29]=[C:28]([CH3:32])[NH:27][C:26](=[O:33])[C:25]=1[CH2:24][NH:23][C:21]([C:11]1[C:12]2[CH:17]=[N:16][N:15]([CH:18]([CH3:19])[CH3:20])[C:13]=2[N:14]=[C:9]([C:5]2[CH:6]=[CH:7][CH:8]=[C:3]([CH2:2][N:35]([CH3:36])[CH3:34])[CH:4]=2)[CH:10]=1)=[O:22]. The yield is 0.400.